Dataset: Full USPTO retrosynthesis dataset with 1.9M reactions from patents (1976-2016). Task: Predict the reactants needed to synthesize the given product. (1) Given the product [CH3:27][NH:28][C@H:11]([CH2:13]/[CH:14]=[CH:15]/[C:16]1[CH:17]=[N:18][CH:19]=[C:20]([O:22][CH:23]([CH3:25])[CH3:24])[CH:21]=1)[CH3:12], predict the reactants needed to synthesize it. The reactants are: C1(C)C=CC(S(O[C@@H:11]([CH2:13]/[CH:14]=[CH:15]/[C:16]2[CH:17]=[N:18][CH:19]=[C:20]([O:22][CH:23]([CH3:25])[CH3:24])[CH:21]=2)[CH3:12])(=O)=O)=CC=1.[CH3:27][NH2:28]. (2) Given the product [N:1]1([CH2:12][CH2:13][CH2:14][CH2:15][C:16]([O:18][CH2:19][CH3:20])=[O:17])[C:10]2[C:5](=[CH:6][CH:7]=[CH:8][CH:9]=2)[CH2:4][CH2:3][CH2:2]1, predict the reactants needed to synthesize it. The reactants are: [NH:1]1[C:10]2[C:5](=[CH:6][CH:7]=[CH:8][CH:9]=2)[CH2:4][CH2:3][CH2:2]1.Br[CH2:12][CH2:13][CH2:14][CH2:15][C:16]([O:18][CH2:19][CH3:20])=[O:17].[I-].[Na+].C(=O)([O-])[O-].[K+].[K+].